From a dataset of Reaction yield outcomes from USPTO patents with 853,638 reactions. Predict the reaction yield, written as a fraction of the theoretical maximum amount of product (1.0 means a 100% yield; for example, 0.34 means a 34% yield). (1) The reactants are [F:1][C:2]1[CH:3]=[CH:4][C:5]([CH3:9])=[C:6]([CH:8]=1)[NH2:7].[C:10](OC(=O)C)(=[O:12])[CH3:11]. The catalyst is C1(C)C=CC=CC=1. The product is [F:1][C:2]1[CH:3]=[CH:4][C:5]([CH3:9])=[C:6]([NH:7][C:10](=[O:12])[CH3:11])[CH:8]=1. The yield is 0.820. (2) The reactants are [CH3:1][O-:2].[Na+].Cl[C:5]1[C:10]([N+:11]([O-:13])=[O:12])=[CH:9][C:8]([Cl:14])=[CH:7][N:6]=1. The catalyst is CO.O. The product is [Cl:14][C:8]1[CH:9]=[C:10]([N+:11]([O-:13])=[O:12])[C:5]([O:2][CH3:1])=[N:6][CH:7]=1. The yield is 0.970. (3) The reactants are [CH3:1][C:2]1[CH:3]=[CH:4][CH:5]=[CH:6][C:7]=1[NH2:8].CCN(CC)CC.[CH3:16][C:17]([CH3:22])([CH3:21])[C:18](Cl)=[O:19]. The catalyst is C(Cl)Cl. The product is [CH3:16][C:17]([CH3:22])([CH3:21])[C:18]([NH:8][C:7]1[CH:6]=[CH:5][CH:4]=[CH:3][C:2]=1[CH3:1])=[O:19]. The yield is 0.920. (4) The reactants are [O-]P([O-])([O-])=O.[K+].[K+].[K+].[CH2:9]([NH2:16])[C:10]1[CH:15]=[CH:14][CH:13]=[CH:12][CH:11]=1.I[C:18]1[CH:26]=[CH:25][CH:24]=[CH:23][C:19]=1[C:20]([OH:22])=[O:21].C(O)CO. The catalyst is [Cu]I.CC(O)C. The product is [CH2:9]([NH:16][C:18]1[CH:26]=[CH:25][CH:24]=[CH:23][C:19]=1[C:20]([OH:22])=[O:21])[C:10]1[CH:15]=[CH:14][CH:13]=[CH:12][CH:11]=1. The yield is 0.710. (5) The reactants are [F:1][C:2]1[CH:7]=[C:6]([F:8])[CH:5]=[CH:4][C:3]=1[C:9]1[C:18]([OH:19])=[CH:17][C:16]2[C:11](=[CH:12][CH:13]=[CH:14][CH:15]=2)[N:10]=1.Cl[C:21]1[C:30]2[C:25](=[CH:26][C:27]([O:33][CH3:34])=[C:28]([O:31][CH3:32])[CH:29]=2)[N:24]=[CH:23][CH:22]=1.O. The catalyst is CN(C)C1C=CN=CC=1.ClC1C=CC=CC=1Cl. The product is [F:1][C:2]1[CH:7]=[C:6]([F:8])[CH:5]=[CH:4][C:3]=1[C:9]1[C:18]([O:19][C:21]2[C:30]3[C:25](=[CH:26][C:27]([O:33][CH3:34])=[C:28]([O:31][CH3:32])[CH:29]=3)[N:24]=[CH:23][CH:22]=2)=[CH:17][C:16]2[C:11](=[CH:12][CH:13]=[CH:14][CH:15]=2)[N:10]=1. The yield is 0.270.